This data is from Forward reaction prediction with 1.9M reactions from USPTO patents (1976-2016). The task is: Predict the product of the given reaction. (1) Given the reactants Br[C:2]1[CH:7]=[CH:6][C:5]2[C:8]3[CH2:9][N:10]([C:15]([O:17][C:18]([CH3:21])([CH3:20])[CH3:19])=[O:16])[CH2:11][CH2:12][C:13]=3[O:14][C:4]=2[CH:3]=1.[CH3:22][C:23]1[CH:28]=[C:27]([O:29][C:30]([F:33])([F:32])[F:31])[CH:26]=[CH:25][C:24]=1[C:34]1[CH:39]=[CH:38][NH:37][C:36](=[O:40])[CH:35]=1, predict the reaction product. The product is: [CH3:22][C:23]1[CH:28]=[C:27]([O:29][C:30]([F:31])([F:32])[F:33])[CH:26]=[CH:25][C:24]=1[C:34]1[CH:39]=[CH:38][N:37]([C:2]2[CH:7]=[CH:6][C:5]3[C:8]4[CH2:9][N:10]([C:15]([O:17][C:18]([CH3:21])([CH3:20])[CH3:19])=[O:16])[CH2:11][CH2:12][C:13]=4[O:14][C:4]=3[CH:3]=2)[C:36](=[O:40])[CH:35]=1. (2) Given the reactants [N:1]1[C:9]2[C:4](=[N:5][CH:6]=[CH:7][CH:8]=2)[S:3][C:2]=1[SH:10].[C:11](=O)([O-])[O-].[K+].[K+].IC, predict the reaction product. The product is: [CH3:11][S:10][C:2]1[S:3][C:4]2[C:9]([N:1]=1)=[CH:8][CH:7]=[CH:6][N:5]=2. (3) Given the reactants C(OC([N:8]1[CH2:13][CH2:12][N:11]([C:14]2[C:19]([C:20]3[CH:25]=[CH:24][C:23]([CH2:26][O:27][CH3:28])=[CH:22][CH:21]=3)=[N:18][CH:17]=[CH:16][N:15]=2)[CH2:10][CH2:9]1)=O)(C)(C)C.[ClH:29], predict the reaction product. The product is: [ClH:29].[ClH:29].[CH3:28][O:27][CH2:26][C:23]1[CH:24]=[CH:25][C:20]([C:19]2[C:14]([N:11]3[CH2:12][CH2:13][NH:8][CH2:9][CH2:10]3)=[N:15][CH:16]=[CH:17][N:18]=2)=[CH:21][CH:22]=1. (4) The product is: [Br:1][C:2]1[CH:10]=[C:9]([C:11]([F:12])([F:13])[F:14])[CH:8]=[C:7]2[C:3]=1[CH:4]=[CH:5][N:6]2[CH:18]([CH3:20])[CH3:19]. Given the reactants [Br:1][C:2]1[CH:10]=[C:9]([C:11]([F:14])([F:13])[F:12])[CH:8]=[C:7]2[C:3]=1[CH:4]=[CH:5][NH:6]2.[H-].[Na+].Br[CH:18]([CH3:20])[CH3:19], predict the reaction product. (5) Given the reactants [CH:1]1([CH2:7][NH:8][C:9]2[CH:18]=[CH:17][C:12]([C:13]([O:15][CH3:16])=[O:14])=[CH:11][C:10]=2[N+:19]([O-])=O)[CH2:6][CH2:5][CH2:4][CH2:3][CH2:2]1, predict the reaction product. The product is: [NH2:19][C:10]1[CH:11]=[C:12]([CH:17]=[CH:18][C:9]=1[NH:8][CH2:7][CH:1]1[CH2:6][CH2:5][CH2:4][CH2:3][CH2:2]1)[C:13]([O:15][CH3:16])=[O:14].